Dataset: Forward reaction prediction with 1.9M reactions from USPTO patents (1976-2016). Task: Predict the product of the given reaction. (1) Given the reactants [CH3:1][N:2]([CH3:20])[C:3]1[CH:8]=[C:7]([C:9]2[N:13]3[CH:14]=[CH:15][CH:16]=[CH:17][C:12]3=[N:11][C:10]=2[CH:18]=O)[CH:6]=[CH:5][N:4]=1.[CH3:21][NH:22][C@@H:23]1[C:32]2[N:31]=[CH:30][CH:29]=[CH:28][C:27]=2[CH2:26][CH2:25][CH2:24]1.CN(CC1N=C2C=CC=CN2C=1C1C=CN=CC=1)[C@@H]1C2N=CC=CC=2CCC1, predict the reaction product. The product is: [CH3:1][N:2]([CH3:20])[C:3]1[CH:8]=[C:7]([C:9]2[N:13]3[CH:14]=[CH:15][CH:16]=[CH:17][C:12]3=[N:11][C:10]=2[CH2:18][N:22]([CH3:21])[C@@H:23]2[C:32]3[N:31]=[CH:30][CH:29]=[CH:28][C:27]=3[CH2:26][CH2:25][CH2:24]2)[CH:6]=[CH:5][N:4]=1. (2) Given the reactants Cl.[NH2:2][C@H:3]1[CH2:8][CH2:7][C@H:6]([NH:9][C:10]([C:12]2[C:16]3[N:17]=[CH:18][N:19]=[C:20]([C:21]4[CH:26]=[C:25]([F:27])[CH:24]=[CH:23][C:22]=4[O:28][CH2:29][CH:30]4[CH2:32][CH2:31]4)[C:15]=3[NH:14][CH:13]=2)=[O:11])[CH2:5][CH2:4]1.[C:33](Cl)(=[O:36])[CH2:34][CH3:35], predict the reaction product. The product is: [C:33]([NH:2][C@H:3]1[CH2:8][CH2:7][C@H:6]([NH:9][C:10]([C:12]2[C:16]3[N:17]=[CH:18][N:19]=[C:20]([C:21]4[CH:26]=[C:25]([F:27])[CH:24]=[CH:23][C:22]=4[O:28][CH2:29][CH:30]4[CH2:31][CH2:32]4)[C:15]=3[NH:14][CH:13]=2)=[O:11])[CH2:5][CH2:4]1)(=[O:36])[CH2:34][CH3:35].